This data is from Reaction yield outcomes from USPTO patents with 853,638 reactions. The task is: Predict the reaction yield, written as a fraction of the theoretical maximum amount of product (1.0 means a 100% yield; for example, 0.34 means a 34% yield). (1) The reactants are [NH2:1][C:2]1[CH:3]=[CH:4][C:5]([N:9]2[CH2:14][CH2:13][NH:12][C:11](=[O:15])[CH2:10]2)=[N:6][C:7]=1[NH2:8].[CH2:16]([O:23][C:24]1[CH:31]=[CH:30][C:27]([CH:28]=O)=[CH:26][CH:25]=1)[C:17]1[CH:22]=[CH:21][CH:20]=[CH:19][CH:18]=1.C(OI(C1C=CC=CC=1)OC(=O)C)(=O)C. The catalyst is CO.C(Cl)Cl. The product is [CH2:16]([O:23][C:24]1[CH:25]=[CH:26][C:27]([C:28]2[NH:8][C:7]3=[N:6][C:5]([N:9]4[CH2:14][CH2:13][NH:12][C:11](=[O:15])[CH2:10]4)=[CH:4][CH:3]=[C:2]3[N:1]=2)=[CH:30][CH:31]=1)[C:17]1[CH:18]=[CH:19][CH:20]=[CH:21][CH:22]=1. The yield is 0.100. (2) The reactants are [H-].[Na+].[CH:3]1([OH:8])[CH2:7][CH2:6][CH2:5][CH2:4]1.Cl[C:10]1[C:38]([CH3:39])=[CH:37][C:13]2[N:14]=[C:15]3[C:20]([N:21]([CH2:22][CH2:23][CH2:24][CH2:25][CH2:26][CH2:27][C:28]([O:30]C(C)(C)C)=[O:29])[C:12]=2[CH:11]=1)=[N:19][C:18](=[O:35])[NH:17][C:16]3=[O:36]. No catalyst specified. The product is [CH:3]1([O:8][C:10]2[C:38]([CH3:39])=[CH:37][C:13]3[N:14]=[C:15]4[C:20]([N:21]([CH2:22][CH2:23][CH2:24][CH2:25][CH2:26][CH2:27][C:28]([OH:30])=[O:29])[C:12]=3[CH:11]=2)=[N:19][C:18](=[O:35])[NH:17][C:16]4=[O:36])[CH2:7][CH2:6][CH2:5][CH2:4]1. The yield is 0.100. (3) The reactants are [C:1]([C:5]1[CH:9]=[C:8]([NH2:10])[N:7]([C:11]2[CH:16]=[CH:15][C:14]([CH3:17])=[CH:13][C:12]=2[CH3:18])[N:6]=1)([CH3:4])([CH3:3])[CH3:2].C([O-])([O-])=O.[K+].[K+].Cl[C:26]([O:28][C:29]1[CH:34]=[CH:33][CH:32]=[CH:31][CH:30]=1)=[O:27]. The catalyst is C(Cl)Cl. The product is [C:1]([C:5]1[CH:9]=[C:8]([NH:10][C:26](=[O:27])[O:28][C:29]2[CH:34]=[CH:33][CH:32]=[CH:31][CH:30]=2)[N:7]([C:11]2[CH:16]=[CH:15][C:14]([CH3:17])=[CH:13][C:12]=2[CH3:18])[N:6]=1)([CH3:4])([CH3:3])[CH3:2]. The yield is 0.450. (4) The reactants are [OH-].[Na+].Cl[C:4]([O:6][C:7](=O)[C:8]1[CH:13]=[CH:12][CH:11]=[CH:10][CH:9]=1)=[O:5].[C:15]([O:19][C:20](=[O:41])[CH2:21][O:22][CH2:23][CH2:24][O:25][CH2:26][CH2:27][O:28][CH2:29][CH2:30][O:31][CH2:32][CH2:33][O:34][CH2:35][CH2:36][O:37][CH2:38][CH2:39][NH2:40])([CH3:18])([CH3:17])[CH3:16]. The catalyst is O.C(OCC)(=O)C. The product is [C:15]([O:19][C:20](=[O:41])[CH2:21][O:22][CH2:23][CH2:24][O:25][CH2:26][CH2:27][O:28][CH2:29][CH2:30][O:31][CH2:32][CH2:33][O:34][CH2:35][CH2:36][O:37][CH2:38][CH2:39][NH:40][C:4]([O:6][CH2:7][C:8]1[CH:13]=[CH:12][CH:11]=[CH:10][CH:9]=1)=[O:5])([CH3:18])([CH3:16])[CH3:17]. The yield is 0.760.